Task: Predict which catalyst facilitates the given reaction.. Dataset: Catalyst prediction with 721,799 reactions and 888 catalyst types from USPTO Reactant: [CH3:1][CH2:2][CH2:3][CH2:4][CH2:5][CH2:6][CH2:7][CH2:8][CH2:9][CH2:10][CH2:11][C:12]([O:14][CH2:15][CH:16]([OH:19])[CH2:17][OH:18])=[O:13].C1(C)C=CC=CC=1.C(C(C)=[O:30])C. Product: [CH3:1][CH2:2][CH2:3][CH2:4][CH2:5][CH2:6][CH2:7][CH2:8][CH2:9][CH2:10][CH2:11][C:12]([O:14][CH2:15][CH:16]([OH:19])[CH2:17][OH:18])=[O:13].[C:12]([OH:14])(=[O:13])[C:11]1[C:10](=[CH:9][CH:8]=[CH:7][CH:6]=1)[OH:30]. The catalyst class is: 32.